The task is: Predict the product of the given reaction.. This data is from Forward reaction prediction with 1.9M reactions from USPTO patents (1976-2016). (1) Given the reactants [C:1]([C:5]1[CH:29]=[CH:28][C:8]([C:9]([NH:11][C@H:12]([C:21]([O:23][C:24]([CH3:27])([CH3:26])[CH3:25])=[O:22])[CH2:13][C:14]2[CH:19]=[CH:18][C:17]([OH:20])=[CH:16][CH:15]=2)=[O:10])=[CH:7][CH:6]=1)([CH3:4])([CH3:3])[CH3:2].C1C=CC(N([S:37]([C:40]([F:43])([F:42])[F:41])(=[O:39])=[O:38])[S:37]([C:40]([F:43])([F:42])[F:41])(=[O:39])=[O:38])=CC=1, predict the reaction product. The product is: [C:1]([C:5]1[CH:29]=[CH:28][C:8]([C:9]([NH:11][C@@H:12]([CH2:13][C:14]2[CH:15]=[CH:16][C:17]([O:20][S:37]([C:40]([F:43])([F:42])[F:41])(=[O:39])=[O:38])=[CH:18][CH:19]=2)[C:21]([O:23][C:24]([CH3:27])([CH3:26])[CH3:25])=[O:22])=[O:10])=[CH:7][CH:6]=1)([CH3:4])([CH3:2])[CH3:3]. (2) Given the reactants F[B-](F)(F)F.C(O[C:9]([C:11]1[CH:16]=[CH:15][CH:14]=[CH:13][C:12]=1[CH3:17])=[NH2+:10])C.[O-]CC.[Na+].[N:22]#[C:23][NH2:24], predict the reaction product. The product is: [C:23]([N:24]=[C:9]([C:11]1[CH:16]=[CH:15][CH:14]=[CH:13][C:12]=1[CH3:17])[NH2:10])#[N:22]. (3) Given the reactants [Br:1][C:2]1[N:3]=[C:4]([NH:11][C:12]2[N:17]=[CH:16][C:15]([N:18]3[CH2:23][CH2:22][N:21](C(OC(C)(C)C)=O)[CH2:20][CH2:19]3)=[CH:14][CH:13]=2)[C:5]2[N:6]([CH:8]=[CH:9][N:10]=2)[CH:7]=1.C(O)(C(F)(F)F)=O, predict the reaction product. The product is: [Br:1][C:2]1[N:3]=[C:4]([NH:11][C:12]2[CH:13]=[CH:14][C:15]([N:18]3[CH2:19][CH2:20][NH:21][CH2:22][CH2:23]3)=[CH:16][N:17]=2)[C:5]2[N:6]([CH:8]=[CH:9][N:10]=2)[CH:7]=1. (4) Given the reactants [CH3:1][O:2][C:3]1[CH:8]=[CH:7][C:6]([C:9]([CH3:14])([CH3:13])[C:10]([OH:12])=O)=[CH:5][C:4]=1[CH3:15].[CH2:16]([NH2:20])[CH:17]([CH3:19])[CH3:18], predict the reaction product. The product is: [CH2:16]([NH:20][C:10](=[O:12])[C:9]([C:6]1[CH:7]=[CH:8][C:3]([O:2][CH3:1])=[C:4]([CH3:15])[CH:5]=1)([CH3:14])[CH3:13])[CH:17]([CH3:19])[CH3:18]. (5) Given the reactants [Br:1][C:2]1[CH:7]=[CH:6][C:5]([N:8]2[C:12]3[C:13]([F:21])=[C:14]([F:20])[C:15]4[N:16]=[CH:17][O:18][C:19]=4[C:11]=3[N:10]([S:22]([CH:25]3[CH2:27][CH2:26]3)(=[O:24])=[O:23])C2=O)=[C:4]([F:29])[CH:3]=1.[K].F[C:32]1C2N=COC=2C(NS(C2CC2)(=O)=O)=C(NC2C=CC(I)=CC=2F)C=1F, predict the reaction product. The product is: [F:20][C:14]1[C:15]2[N:16]=[C:17]([CH3:32])[O:18][C:19]=2[C:11]([NH:10][S:22]([CH:25]2[CH2:27][CH2:26]2)(=[O:23])=[O:24])=[C:12]([NH:8][C:5]2[CH:6]=[CH:7][C:2]([Br:1])=[CH:3][C:4]=2[F:29])[C:13]=1[F:21]. (6) Given the reactants Br[C:2]1[C:3]([CH3:30])=[C:4]([CH:27]=[CH:28][CH:29]=1)[CH2:5][N:6]([C:21](=[O:26])[C:22]([F:25])([F:24])[F:23])[C:7]1[CH:20]=[CH:19][C:10]2[C@H:11]([CH2:14][C:15]([O:17][CH3:18])=[O:16])[CH2:12][O:13][C:9]=2[CH:8]=1.[F:31][C:32]1[CH:33]=[CH:34][C:35]([NH2:38])=[N:36][CH:37]=1.C(=O)([O-])[O-].[Cs+].[Cs+].C1(P(C2C=CC=CC=2)C2C3OC4C(=CC=CC=4P(C4C=CC=CC=4)C4C=CC=CC=4)C(C)(C)C=3C=CC=2)C=CC=CC=1, predict the reaction product. The product is: [F:31][C:32]1[CH:33]=[CH:34][C:35]([NH:38][C:2]2[C:3]([CH3:30])=[C:4]([CH:27]=[CH:28][CH:29]=2)[CH2:5][N:6]([C:21](=[O:26])[C:22]([F:25])([F:24])[F:23])[C:7]2[CH:20]=[CH:19][C:10]3[C@H:11]([CH2:14][C:15]([O:17][CH3:18])=[O:16])[CH2:12][O:13][C:9]=3[CH:8]=2)=[N:36][CH:37]=1.